This data is from Forward reaction prediction with 1.9M reactions from USPTO patents (1976-2016). The task is: Predict the product of the given reaction. (1) Given the reactants F[P-](F)(F)(F)(F)F.CN(C(ON1C2=NC=CC=C2N=N1)=[N+](C)C)C.C(N(CC)C(C)C)(C)C.[C:34]([O:38][C:39]([NH:41][CH2:42][C@H:43]1[CH2:48][CH2:47][C@H:46]([C:49]([NH:51][C@H:52]([C:72](=[O:85])[NH:73][C:74]2[CH:79]=[CH:78][C:77]([C:80]3[N:81]=[N:82][NH:83][N:84]=3)=[CH:76][CH:75]=2)[CH2:53][C:54]2[CH:55]=[CH:56][C:57]([O:70][CH3:71])=[C:58]([C:60]3[CH:65]=[CH:64][C:63]([C:66](O)=[O:67])=[CH:62][C:61]=3[CH3:69])[CH:59]=2)=[O:50])[CH2:45][CH2:44]1)=[O:40])([CH3:37])([CH3:36])[CH3:35].[NH2:86][C@@H:87]1[CH2:91][CH2:90][N:89]([C:92]([O:94][C:95]([CH3:98])([CH3:97])[CH3:96])=[O:93])[CH2:88]1, predict the reaction product. The product is: [C:34]([O:38][C:39]([NH:41][CH2:42][C@H:43]1[CH2:48][CH2:47][C@H:46]([C:49]([NH:51][C@H:52]([C:72](=[O:85])[NH:73][C:74]2[CH:79]=[CH:78][C:77]([C:80]3[N:81]=[N:82][NH:83][N:84]=3)=[CH:76][CH:75]=2)[CH2:53][C:54]2[CH:55]=[CH:56][C:57]([O:70][CH3:71])=[C:58]([C:60]3[CH:65]=[CH:64][C:63]([C:66]([NH:86][C@@H:87]4[CH2:91][CH2:90][N:89]([C:92]([O:94][C:95]([CH3:98])([CH3:97])[CH3:96])=[O:93])[CH2:88]4)=[O:67])=[CH:62][C:61]=3[CH3:69])[CH:59]=2)=[O:50])[CH2:45][CH2:44]1)=[O:40])([CH3:37])([CH3:35])[CH3:36]. (2) Given the reactants [OH:1][CH:2]([C:16]1[CH:21]=[CH:20][CH:19]=[CH:18][CH:17]=1)[CH:3]1[CH2:8][CH2:7][N:6]([C:9]([O:11][C:12]([CH3:15])([CH3:14])[CH3:13])=[O:10])[CH2:5][CH2:4]1.[H-].[Na+].I[CH3:25].O, predict the reaction product. The product is: [CH3:25][O:1][CH:2]([C:16]1[CH:17]=[CH:18][CH:19]=[CH:20][CH:21]=1)[CH:3]1[CH2:8][CH2:7][N:6]([C:9]([O:11][C:12]([CH3:14])([CH3:15])[CH3:13])=[O:10])[CH2:5][CH2:4]1.